Predict the reaction yield, written as a fraction of the theoretical maximum amount of product (1.0 means a 100% yield; for example, 0.34 means a 34% yield). From a dataset of Reaction yield outcomes from USPTO patents with 853,638 reactions. (1) The yield is 0.100. The catalyst is O1CCOCC1.O.C1C=CC(P(C2C=CC=CC=2)[C-]2C=CC=C2)=CC=1.C1C=CC(P(C2C=CC=CC=2)[C-]2C=CC=C2)=CC=1.Cl[Pd]Cl.[Fe+2]. The reactants are Br[C:2]1[CH:10]=[C:9]2[C:5]([C:6]([CH3:12])=[CH:7][N:8]2[CH3:11])=[CH:4][CH:3]=1.[CH2:13]1[C:22]2[C:17](=[CH:18][CH:19]=[CH:20][CH:21]=2)[CH2:16][CH2:15][N:14]1[CH2:23][CH:24]([OH:42])[CH2:25][O:26][C:27]1[CH:32]=[CH:31][CH:30]=[C:29](B2OC(C)(C)C(C)(C)O2)[CH:28]=1.C([O-])([O-])=O.[K+].[K+]. The product is [CH2:13]1[C:22]2[C:17](=[CH:18][CH:19]=[CH:20][CH:21]=2)[CH2:16][CH2:15][N:14]1[CH2:23][CH:24]([OH:42])[CH2:25][O:26][C:27]1[CH:32]=[CH:31][CH:30]=[C:29]([C:2]2[CH:10]=[C:9]3[C:5]([C:6]([CH3:12])=[CH:7][N:8]3[CH3:11])=[CH:4][CH:3]=2)[CH:28]=1. (2) The reactants are [CH3:1][C:2]([C:6]1[CH:7]=[C:8]([CH:12]=[CH:13][CH:14]=1)[C:9]([OH:11])=[O:10])([CH3:5])[C:3]#[CH:4]. The catalyst is CO.[Pd]. The product is [CH3:5][C:2]([C:6]1[CH:7]=[C:8]([CH:12]=[CH:13][CH:14]=1)[C:9]([OH:11])=[O:10])([CH3:1])[CH2:3][CH3:4]. The yield is 0.860. (3) The reactants are [NH2:1][C:2]([CH3:6])([CH3:5])[CH2:3][OH:4].C([O-])([O-])=O.[K+].[K+].[Br:13][C:14]1[CH:15]=[C:16]([CH:21]=[CH:22][C:23]=1[CH2:24]Br)[C:17]([O:19][CH3:20])=[O:18]. The catalyst is CC#N. The product is [Br:13][C:14]1[CH:15]=[C:16]([CH:21]=[CH:22][C:23]=1[CH2:24][NH:1][C:2]([CH3:6])([CH3:5])[CH2:3][OH:4])[C:17]([O:19][CH3:20])=[O:18]. The yield is 0.420. (4) The reactants are [C:1]([NH:5][S:6]([C:9]1[CH:14]=[CH:13][CH:12]=[CH:11][C:10]=1[C:15]1[CH:20]=[CH:19][C:18]([CH2:21]Br)=[CH:17][CH:16]=1)(=[O:8])=[O:7])([CH3:4])([CH3:3])[CH3:2].[CH2:23]([NH2:30])[CH2:24][CH2:25][CH2:26][CH2:27][CH2:28][CH3:29].C(=O)([O-])[O-].[K+].[K+].CN(C)C=O. The catalyst is C(OCC)(=O)C. The product is [C:1]([NH:5][S:6]([C:9]1[CH:14]=[CH:13][CH:12]=[CH:11][C:10]=1[C:15]1[CH:20]=[CH:19][C:18]([CH2:21][NH:30][CH2:23][CH2:24][CH2:25][CH2:26][CH2:27][CH2:28][CH3:29])=[CH:17][CH:16]=1)(=[O:8])=[O:7])([CH3:4])([CH3:3])[CH3:2]. The yield is 0.420. (5) The reactants are [CH2:1]([OH:5])[CH2:2][C:3]#[CH:4].C([Li])CCC.Cl[Si:12]([CH3:15])([CH3:14])[CH3:13]. The catalyst is O1CCCC1. The product is [CH3:13][Si:12]([CH3:15])([CH3:14])[O:5][CH2:1][CH2:2][C:3]#[C:4][Si:12]([CH3:15])([CH3:14])[CH3:13]. The yield is 0.160. (6) The reactants are C(N(CC)CC)C.CC(C)(C)C(Cl)=O.[C:15]([O:19][C:20]([N:22]1[CH2:29][CH2:28][CH2:27][C@H:23]1[C:24]([OH:26])=O)=[O:21])([CH3:18])([CH3:17])[CH3:16].[NH2:30][C:31]1[CH:40]=[CH:39][C:38]([Cl:41])=[CH:37][C:32]=1[C:33]([O:35][CH3:36])=[O:34]. The catalyst is O.C1COCC1. The product is [Cl:41][C:38]1[CH:39]=[CH:40][C:31]([NH:30][C:24]([C@@H:23]2[CH2:27][CH2:28][CH2:29][N:22]2[C:20]([O:19][C:15]([CH3:16])([CH3:17])[CH3:18])=[O:21])=[O:26])=[C:32]([C:33]([O:35][CH3:36])=[O:34])[CH:37]=1. The yield is 0.930. (7) The reactants are [CH3:1][O:2][CH2:3][C@@H:4]1[N:10]([CH3:11])[CH2:9][C:8]2[CH:12]=[CH:13][C:14]([C:16]([O:18]C)=O)=[CH:15][C:7]=2[O:6][CH2:5]1.[NH2:20][OH:21].[OH-].[Na+]. The catalyst is C1COCC1.CO. The product is [OH:21][NH:20][C:16]([C:14]1[CH:13]=[CH:12][C:8]2[CH2:9][N:10]([CH3:11])[C@@H:4]([CH2:3][O:2][CH3:1])[CH2:5][O:6][C:7]=2[CH:15]=1)=[O:18]. The yield is 0.320.